From a dataset of Full USPTO retrosynthesis dataset with 1.9M reactions from patents (1976-2016). Predict the reactants needed to synthesize the given product. (1) Given the product [CH2:1]([N:3]1[C:7]([CH2:8][CH2:9][C:10]2[N:20]=[C:13]3[C:14]([CH3:19])=[N:15][CH:16]=[C:17]([CH3:18])[N:12]3[N:11]=2)=[N:6][C:5]([N:21]2[CH2:25][CH2:24][CH2:23][CH2:22]2)=[N:4]1)[CH3:2], predict the reactants needed to synthesize it. The reactants are: [CH2:1]([N:3]1[C:7]([CH:8]=[CH:9][C:10]2[N:20]=[C:13]3[C:14]([CH3:19])=[N:15][CH:16]=[C:17]([CH3:18])[N:12]3[N:11]=2)=[N:6][C:5]([N:21]2[CH2:25][CH2:24][CH2:23][CH2:22]2)=[N:4]1)[CH3:2]. (2) The reactants are: [Cl:1][C:2]1[CH:9]=[CH:8][C:5]([CH:6]=[O:7])=[C:4](F)[CH:3]=1.[F:11][C:12]1[CH:17]=[CH:16][CH:15]=[C:14]([O:18][CH3:19])[C:13]=1[OH:20].C(=O)([O-])[O-].[Cs+].[Cs+]. Given the product [Cl:1][C:2]1[CH:9]=[CH:8][C:5]([CH:6]=[O:7])=[C:4]([O:20][C:13]2[C:14]([O:18][CH3:19])=[CH:15][CH:16]=[CH:17][C:12]=2[F:11])[CH:3]=1, predict the reactants needed to synthesize it. (3) The reactants are: Cl[C:2]1[CH:3]=[CH:4][C:5]([OH:11])=[C:6]([CH:10]=1)[C:7]([OH:9])=[O:8].[C:12]([C:14]1[CH:19]=[CH:18][C:17](B(O)O)=[CH:16][CH:15]=1)#[N:13].C([O-])([O-])=O.[K+].[K+]. Given the product [C:12]([C:14]1[CH:19]=[CH:18][C:17]([C:2]2[CH:3]=[CH:4][C:5]([OH:11])=[C:6]([C:7]([OH:9])=[O:8])[CH:10]=2)=[CH:16][CH:15]=1)#[N:13], predict the reactants needed to synthesize it. (4) Given the product [F:28][C:22]1[CH:21]=[C:20]([CH:25]=[C:24]([O:26][CH3:27])[CH:23]=1)[O:19][C:13]1[CH:12]=[C:11]2[C:16]([C:17]([OH:18])=[C:8]([C:6]([NH:29][C@@H:30]([CH3:31])[C:32]([OH:34])=[O:33])=[O:7])[N:9]=[CH:10]2)=[CH:15][CH:14]=1, predict the reactants needed to synthesize it. The reactants are: C(O[C:6]([C:8]1[N:9]=[CH:10][C:11]2[C:16]([C:17]=1[OH:18])=[CH:15][CH:14]=[C:13]([O:19][C:20]1[CH:25]=[C:24]([O:26][CH3:27])[CH:23]=[C:22]([F:28])[CH:21]=1)[CH:12]=2)=[O:7])CCC.[NH2:29][C@H:30]([C:32]([OH:34])=[O:33])[CH3:31]. (5) Given the product [Cl:4][C:5]1[CH:6]=[C:7]([NH:15][CH2:16][CH:17]([CH3:19])[CH3:18])[C:8]2[N:9]([C:11]([C:29]3[CH:30]=[CH:31][C:26]([C:24]([NH:23][CH:20]4[CH2:21][CH2:22]4)=[O:25])=[CH:27][CH:28]=3)=[CH:12][N:13]=2)[N:10]=1, predict the reactants needed to synthesize it. The reactants are: C(O)C.[Cl:4][C:5]1[CH:6]=[C:7]([NH:15][CH2:16][CH:17]([CH3:19])[CH3:18])[C:8]2[N:9]([C:11](I)=[CH:12][N:13]=2)[N:10]=1.[CH:20]1([NH:23][C:24]([C:26]2[CH:31]=[CH:30][C:29](B3OC(C)(C)C(C)(C)O3)=[CH:28][CH:27]=2)=[O:25])[CH2:22][CH2:21]1.C(=O)([O-])[O-].[Na+].[Na+]. (6) Given the product [CH3:1][C:2]1[CH:3]=[C:4]([N:19]2[CH:23]=[C:22]([C:24]3[CH2:29][CH2:28][CH:27]([C:30]([OH:32])=[O:31])[CH2:26][CH:25]=3)[N:21]=[CH:20]2)[CH:5]=[C:6]([NH:8][C:9]2[N:14]=[C:13]([C:15]([F:18])([F:16])[F:17])[CH:12]=[CH:11][N:10]=2)[CH:7]=1, predict the reactants needed to synthesize it. The reactants are: [CH3:1][C:2]1[CH:3]=[C:4]([N:19]2[CH:23]=[C:22]([C:24]3[CH2:29][CH2:28][CH:27]([C:30]([O:32]CC)=[O:31])[CH2:26][CH:25]=3)[N:21]=[CH:20]2)[CH:5]=[C:6]([NH:8][C:9]2[N:14]=[C:13]([C:15]([F:18])([F:17])[F:16])[CH:12]=[CH:11][N:10]=2)[CH:7]=1.[OH-].[Na+].Cl. (7) Given the product [CH3:28][C:29]([OH:46])([CH3:45])[CH2:30][N:31]1[CH:35]=[C:34]([C:2]2[CH:27]=[CH:26][C:5]3[C:6]4[N:7]=[C:8]([C:14]5[N:15]([CH2:19][C:20]6[CH:21]=[CH:22][N:23]=[CH:24][CH:25]=6)[N:16]=[CH:17][N:18]=5)[S:9][C:10]=4[CH2:11][CH2:12][O:13][C:4]=3[CH:3]=2)[CH:33]=[N:32]1, predict the reactants needed to synthesize it. The reactants are: Br[C:2]1[CH:27]=[CH:26][C:5]2[C:6]3[N:7]=[C:8]([C:14]4[N:15]([CH2:19][C:20]5[CH:25]=[CH:24][N:23]=[CH:22][CH:21]=5)[N:16]=[CH:17][N:18]=4)[S:9][C:10]=3[CH2:11][CH2:12][O:13][C:4]=2[CH:3]=1.[CH3:28][C:29]([OH:46])([CH3:45])[CH2:30][N:31]1[CH:35]=[C:34](B2OC(C)(C)C(C)(C)O2)[CH:33]=[N:32]1. (8) The reactants are: [F:1][C:2]([F:22])([F:21])[C:3]1[C:11]2[CH2:10][CH2:9][CH2:8][CH2:7][C:6]=2[N:5]([C:12]2[CH:20]=[CH:19][C:15]([C:16](O)=[O:17])=[CH:14][CH:13]=2)[N:4]=1.[CH3:23][NH:24][CH2:25][CH2:26][C:27]1[CH:32]=[CH:31][CH:30]=[CH:29][CH:28]=1. Given the product [CH3:23][N:24]([CH2:25][CH2:26][C:27]1[CH:32]=[CH:31][CH:30]=[CH:29][CH:28]=1)[C:16](=[O:17])[C:15]1[CH:19]=[CH:20][C:12]([N:5]2[C:6]3[CH2:7][CH2:8][CH2:9][CH2:10][C:11]=3[C:3]([C:2]([F:22])([F:1])[F:21])=[N:4]2)=[CH:13][CH:14]=1, predict the reactants needed to synthesize it. (9) The reactants are: Br[CH2:2][C:3]1[C:8]([Br:9])=[CH:7][CH:6]=[CH:5][C:4]=1[N:10]1[C:14](=[O:15])[N:13]([CH3:16])[N:12]=[N:11]1.[CH3:17][C:18]1[CH:23]=[CH:22][C:21]([N:24]2[CH:28]=[CH:27][C:26]([OH:29])=[N:25]2)=[CH:20][CH:19]=1.C(=O)([O-])[O-].[K+].[K+].C(#N)C. Given the product [CH3:17][C:18]1[CH:19]=[CH:20][C:21]([N:24]2[CH:28]=[CH:27][C:26]([O:29][CH2:2][C:3]3[C:8]([Br:9])=[CH:7][CH:6]=[CH:5][C:4]=3[N:10]3[C:14](=[O:15])[N:13]([CH3:16])[N:12]=[N:11]3)=[N:25]2)=[CH:22][CH:23]=1, predict the reactants needed to synthesize it.